Task: Predict the reactants needed to synthesize the given product.. Dataset: Full USPTO retrosynthesis dataset with 1.9M reactions from patents (1976-2016) (1) Given the product [C:26]([O:30][C:31](=[O:34])[CH2:32][N:11]([C@@H:12]([C:13](=[O:14])[NH2:15])[CH2:16][CH:17]([CH3:19])[CH3:18])[S:8]([C:5]1[CH:4]=[CH:3][C:2]([Cl:1])=[CH:7][CH:6]=1)(=[O:9])=[O:10])([CH3:29])([CH3:28])[CH3:27], predict the reactants needed to synthesize it. The reactants are: [Cl:1][C:2]1[CH:7]=[CH:6][C:5]([S:8]([NH:11][C@H:12]([CH2:16][CH:17]([CH3:19])[CH3:18])[C:13]([NH2:15])=[O:14])(=[O:10])=[O:9])=[CH:4][CH:3]=1.C(=O)([O-])[O-].[K+].[K+].[C:26]([O:30][C:31](=[O:34])[CH2:32]Br)([CH3:29])([CH3:28])[CH3:27]. (2) The reactants are: [CH3:1][O:2][C:3]1[CH:12]=[CH:11][C:6]2[NH:7][C:8]([CH3:10])=[N:9][C:5]=2[CH:4]=1.S(Cl)([Cl:16])(=O)=O.O. Given the product [Cl:16][C:4]1[C:5]2[N:9]=[C:8]([CH3:10])[NH:7][C:6]=2[CH:11]=[CH:12][C:3]=1[O:2][CH3:1], predict the reactants needed to synthesize it. (3) Given the product [CH3:12][C:13]1[CH:17]=[C:16]([CH3:18])[NH:15][C:14]=1[CH:19]=[N:9][NH:8][C:6](=[O:7])[C:5]1[CH:10]=[CH:11][C:2]([OH:1])=[CH:3][CH:4]=1, predict the reactants needed to synthesize it. The reactants are: [OH:1][C:2]1[CH:11]=[CH:10][C:5]([C:6]([NH:8][NH2:9])=[O:7])=[CH:4][CH:3]=1.[CH3:12][C:13]1[CH:17]=[C:16]([CH3:18])[NH:15][C:14]=1[CH:19]=O. (4) The reactants are: C(OC([NH:8][CH2:9][C:10]1[O:14][C:13]([C:15]([O:17][CH2:18][CH3:19])=[O:16])=[N:12][N:11]=1)=O)(C)(C)C.Cl.C(Cl)Cl.C(OCC)(=O)C. Given the product [NH2:8][CH2:9][C:10]1[O:14][C:13]([C:15]([O:17][CH2:18][CH3:19])=[O:16])=[N:12][N:11]=1, predict the reactants needed to synthesize it. (5) Given the product [Br:11][C:12]1[CH:13]=[C:14]([S:19]([NH:1][C:2]2[C:7]([O:8][CH3:9])=[CH:6][C:5]([Cl:10])=[CH:4][N:3]=2)(=[O:21])=[O:20])[CH:15]=[N:16][C:17]=1[Cl:18], predict the reactants needed to synthesize it. The reactants are: [NH2:1][C:2]1[C:7]([O:8][CH3:9])=[CH:6][C:5]([Cl:10])=[CH:4][N:3]=1.[Br:11][C:12]1[CH:13]=[C:14]([S:19](Cl)(=[O:21])=[O:20])[CH:15]=[N:16][C:17]=1[Cl:18]. (6) Given the product [C:3]([C:5]([NH:8][C:9](=[O:18])[C:10]1[CH:15]=[CH:14][C:13]([F:16])=[CH:12][C:11]=1[F:17])([CH3:7])[CH3:6])([OH:4])=[O:2], predict the reactants needed to synthesize it. The reactants are: C[O:2][C:3]([C:5]([NH:8][C:9](=[O:18])[C:10]1[CH:15]=[CH:14][C:13]([F:16])=[CH:12][C:11]=1[F:17])([CH3:7])[CH3:6])=[O:4].[OH-].[Na+].